From a dataset of Full USPTO retrosynthesis dataset with 1.9M reactions from patents (1976-2016). Predict the reactants needed to synthesize the given product. (1) Given the product [Cl:1][C:2]1[CH:7]=[CH:6][C:5]([CH2:8][C:9]2[N:22]=[N:23][CH:17]=[C:16]3[CH:15]=[CH:14][N:13]=[CH:12][C:11]=23)=[CH:4][CH:3]=1, predict the reactants needed to synthesize it. The reactants are: [Cl:1][C:2]1[CH:7]=[CH:6][C:5]([CH2:8][C:9]([C:11]2[CH:12]=[N:13][CH:14]=[CH:15][C:16]=2[C:17](OC)=O)=O)=[CH:4][CH:3]=1.O.[NH2:22][NH2:23]. (2) Given the product [NH2:1][C@H:4]1[CH2:28][C@@:27]2([CH3:29])[CH:7]([CH2:8][CH2:9][C@@H:10]3[C@@H:26]2[CH2:25][CH2:24][C@@:23]2([CH3:30])[C@H:11]3[CH2:12][CH2:13][C@@H:14]2[C@H:15]([CH3:22])[CH2:16][CH2:17][CH2:18][CH:19]([CH3:21])[CH3:20])[CH2:6][CH:5]1[OH:31], predict the reactants needed to synthesize it. The reactants are: [N:1]([C@H:4]1[CH2:28][C@@:27]2([CH3:29])[CH:7]([CH2:8][CH2:9][C@@H:10]3[C@@H:26]2[CH2:25][CH2:24][C@@:23]2([CH3:30])[C@H:11]3[CH2:12][CH2:13][C@@H:14]2[C@H:15]([CH3:22])[CH2:16][CH2:17][CH2:18][CH:19]([CH3:21])[CH3:20])[CH2:6][CH:5]1[OH:31])=[N+]=[N-].[H-].[Al+3].[Li+].[H-].[H-].[H-].CCOCC. (3) The reactants are: [CH2:1]([O:8][C:9]1[CH:10]=[C:11]2[N:21]([C:22]([O:24][C:25]([CH3:28])([CH3:27])[CH3:26])=[O:23])[CH2:20][CH:19]([CH2:29]O)[C:12]2=[C:13]2[C:18]=1[N:17]=[CH:16][CH:15]=[CH:14]2)[C:2]1[CH:7]=[CH:6][CH:5]=[CH:4][CH:3]=1.C1C=CC(P(C2C=CC=CC=2)C2C=CC=CC=2)=CC=1.C(Cl)[Cl:51].C(Cl)(Cl)(Cl)Cl. Given the product [CH2:1]([O:8][C:9]1[CH:10]=[C:11]2[N:21]([C:22]([O:24][C:25]([CH3:28])([CH3:27])[CH3:26])=[O:23])[CH2:20][CH:19]([CH2:29][Cl:51])[C:12]2=[C:13]2[C:18]=1[N:17]=[CH:16][CH:15]=[CH:14]2)[C:2]1[CH:7]=[CH:6][CH:5]=[CH:4][CH:3]=1, predict the reactants needed to synthesize it. (4) Given the product [C:20]([O:19][C:17](=[O:18])[NH:16][CH2:15][C:11]1[CH:12]=[CH:13][CH:14]=[C:9]([O:8][C:4]2[CH:5]=[CH:6][CH:7]=[C:2]([I:1])[CH:3]=2)[CH:10]=1)([CH3:23])([CH3:22])[CH3:21], predict the reactants needed to synthesize it. The reactants are: [I:1][C:2]1[CH:3]=[C:4]([O:8][C:9]2[CH:10]=[C:11]([CH2:15][NH2:16])[CH:12]=[CH:13][CH:14]=2)[CH:5]=[CH:6][CH:7]=1.[C:17](O[C:17]([O:19][C:20]([CH3:23])([CH3:22])[CH3:21])=[O:18])([O:19][C:20]([CH3:23])([CH3:22])[CH3:21])=[O:18].C(N(CC)CC)C.C1COCC1. (5) Given the product [F:33][C:30]1[CH:31]=[CH:32][C:27]([C:26]2[N:25]([CH2:34][CH2:35][CH2:36][CH2:37][S:38]([CH3:41])(=[O:39])=[O:40])[N:24]=[C:23]([CH3:42])[C:22]=2[C:9]2[CH:10]=[CH:11][C:12]3[O:17][CH2:16][C:15](=[O:18])[NH:14][C:13]=3[CH:19]=2)=[CH:28][CH:29]=1, predict the reactants needed to synthesize it. The reactants are: CC1(C)C(C)(C)OB([C:9]2[CH:10]=[CH:11][C:12]3[O:17][CH2:16][C:15](=[O:18])[NH:14][C:13]=3[CH:19]=2)O1.Br[C:22]1[C:23]([CH3:42])=[N:24][N:25]([CH2:34][CH2:35][CH2:36][CH2:37][S:38]([CH3:41])(=[O:40])=[O:39])[C:26]=1[C:27]1[CH:32]=[CH:31][C:30]([F:33])=[CH:29][CH:28]=1.CC(C1C=C(C(C)C)C(C2C=CC=CC=2P(C2CCCCC2)C2CCCCC2)=C(C(C)C)C=1)C.C(=O)([O-])[O-].[Cs+].[Cs+]. (6) The reactants are: [O:1]([C:8]1[CH:16]=[CH:15][C:11]([C:12]([OH:14])=O)=[CH:10][CH:9]=1)[C:2]1[CH:7]=[CH:6][CH:5]=[CH:4][CH:3]=1.ON1C2C=CC=CC=2N=N1.Cl.C(N=C=NCCCN(C)C)C.[Si]([O:46][CH2:47][C:48]1[S:52][C:51]([C:53](=[N:55]O)[NH2:54])=[C:50]([CH2:57][CH3:58])[CH:49]=1)(C(C)(C)C)(C)C.[F-].C([N+](CCCC)(CCCC)CCCC)CCC.O1CCCC1. Given the product [CH2:57]([C:50]1[CH:49]=[C:48]([CH2:47][OH:46])[S:52][C:51]=1[C:53]1[N:55]=[C:12]([C:11]2[CH:10]=[CH:9][C:8]([O:1][C:2]3[CH:3]=[CH:4][CH:5]=[CH:6][CH:7]=3)=[CH:16][CH:15]=2)[O:14][N:54]=1)[CH3:58], predict the reactants needed to synthesize it. (7) The reactants are: C(N(CC)CC(C)(C)CC1C=C(F)C=CC=1S(N[C:18]1[C:27]([C:28]([O:30]C)=[O:29])=[C:26]2[C:21]([C@H:22]3[CH2:32][C@H:23]3[CH2:24][O:25]2)=[CH:20][CH:19]=1)(=O)=O)C.O.[OH-].[Li+].C(O)=O. Given the product [CH2:32]1[CH:22]2[CH:23]1[CH2:24][O:25][C:26]1[C:21]2=[CH:20][CH:19]=[CH:18][C:27]=1[C:28]([OH:30])=[O:29], predict the reactants needed to synthesize it.